This data is from Forward reaction prediction with 1.9M reactions from USPTO patents (1976-2016). The task is: Predict the product of the given reaction. (1) Given the reactants [CH2:1]([OH:8])[C:2]1[CH:7]=[CH:6][CH:5]=[CH:4][CH:3]=1.[OH-].[Na+].[NH2:11][C:12]1[N:20]=[C:19]2[C:15]([NH:16][CH:17]=[N:18]2)=[C:14](Cl)[N:13]=1, predict the reaction product. The product is: [NH2:11][C:12]1[N:20]=[C:19]2[C:15]([NH:16][CH:17]=[N:18]2)=[C:14]([O:8][CH2:1][C:2]2[CH:7]=[CH:6][CH:5]=[CH:4][CH:3]=2)[N:13]=1. (2) The product is: [Si:3]([O:10][C:11]1[CH:16]=[C:15]([O:17][Si:18]([C:21]([CH3:22])([CH3:23])[CH3:24])([CH3:20])[CH3:19])[CH:14]=[CH:13][C:12]=1[C@@H:25]1[CH2:26][CH2:27][C@H:28]([OH:31])[CH2:29][CH2:30]1)([C:6]([CH3:7])([CH3:8])[CH3:9])([CH3:5])[CH3:4]. Given the reactants [BH4-].[Na+].[Si:3]([O:10][C:11]1[CH:16]=[C:15]([O:17][Si:18]([C:21]([CH3:24])([CH3:23])[CH3:22])([CH3:20])[CH3:19])[CH:14]=[CH:13][C:12]=1[CH:25]1[CH2:30][CH2:29][C:28](=[O:31])[CH2:27][CH2:26]1)([C:6]([CH3:9])([CH3:8])[CH3:7])([CH3:5])[CH3:4], predict the reaction product. (3) Given the reactants [F:1][C:2]1[CH:7]=[CH:6][C:5]([N:8]2[C:16]3[C:11](=[CH:12][C:13]4[C:21]([C:22]#[N:23])=[C:20](O)[CH2:19][CH2:18][CH2:17][C:14]=4[CH:15]=3)[CH:10]=[N:9]2)=[CH:4][CH:3]=1.[CH3:25][C:26](=[O:29])[CH:27]=[CH2:28], predict the reaction product. The product is: [F:1][C:2]1[CH:3]=[CH:4][C:5]([N:8]2[C:16]3[CH:15]=[C:14]4[CH2:17][CH2:18][CH2:19][C:20]5[C:21]([C:22]#[N:23])([CH2:28][CH2:27][C:26](=[O:29])[CH:25]=5)[C:13]4=[CH:12][C:11]=3[CH:10]=[N:9]2)=[CH:6][CH:7]=1. (4) Given the reactants [F:1][C:2]1[CH:26]=[CH:25][CH:24]=[C:23]([F:27])[C:3]=1[O:4][C:5]1[CH:6]=[N:7][N:8]([CH:12]([CH2:16][CH:17]2[CH2:22][CH2:21][O:20][CH2:19][CH2:18]2)[C:13]([OH:15])=O)[C:9](=[O:11])[CH:10]=1.[C:28]([Si:32]([CH3:43])([CH3:42])[O:33][CH2:34][CH2:35][N:36]1[CH:40]=[CH:39][C:38]([NH2:41])=[N:37]1)([CH3:31])([CH3:30])[CH3:29], predict the reaction product. The product is: [C:28]([Si:32]([CH3:43])([CH3:42])[O:33][CH2:34][CH2:35][N:36]1[CH:40]=[CH:39][C:38]([NH:41][C:13](=[O:15])[CH:12]([N:8]2[C:9](=[O:11])[CH:10]=[C:5]([O:4][C:3]3[C:2]([F:1])=[CH:26][CH:25]=[CH:24][C:23]=3[F:27])[CH:6]=[N:7]2)[CH2:16][CH:17]2[CH2:22][CH2:21][O:20][CH2:19][CH2:18]2)=[N:37]1)([CH3:31])([CH3:30])[CH3:29]. (5) Given the reactants [F:1][C:2]1[CH:7]=[CH:6][CH:5]=[C:4]([F:8])[C:3]=1[N:9]1[C:14]2[N:15]=[C:16]([NH:36][CH:37]3[CH2:42][CH2:41][N:40](C(OC(C)(C)C)=O)[CH2:39][CH2:38]3)[N:17]=[C:18]([C:19]3[CH:24]=[C:23]([C:25]([NH:27][CH2:28][C:29]4[CH:34]=[CH:33][CH:32]=[CH:31][CH:30]=4)=[O:26])[CH:22]=[CH:21][C:20]=3[CH3:35])[C:13]=2[CH2:12][NH:11][C:10]1=[O:50].FC(F)(F)C(O)=O, predict the reaction product. The product is: [NH4+:9].[OH-:26].[F:1][C:2]1[CH:7]=[CH:6][CH:5]=[C:4]([F:8])[C:3]=1[N:9]1[C:14]2[N:15]=[C:16]([NH:36][CH:37]3[CH2:42][CH2:41][NH:40][CH2:39][CH2:38]3)[N:17]=[C:18]([C:19]3[CH:24]=[C:23]([CH:22]=[CH:21][C:20]=3[CH3:35])[C:25]([NH:27][CH2:28][C:29]3[CH:30]=[CH:31][CH:32]=[CH:33][CH:34]=3)=[O:26])[C:13]=2[CH2:12][NH:11][C:10]1=[O:50].